This data is from Full USPTO retrosynthesis dataset with 1.9M reactions from patents (1976-2016). The task is: Predict the reactants needed to synthesize the given product. (1) Given the product [Cl:1][C:2]1[CH:7]=[CH:6][C:5]([S:8][C:12]2[CH:13]=[N:14][N:15]([CH:17]3[CH2:22][CH2:21][CH2:20][CH2:19][O:18]3)[CH:16]=2)=[CH:4][CH:3]=1, predict the reactants needed to synthesize it. The reactants are: [Cl:1][C:2]1[CH:7]=[CH:6][C:5]([SH:8])=[CH:4][CH:3]=1.[H-].[Na+].I[C:12]1[CH:13]=[N:14][N:15]([CH:17]2[CH2:22][CH2:21][CH2:20][CH2:19][O:18]2)[CH:16]=1.CCOC(C)=O. (2) Given the product [CH3:37][N:36]([CH3:38])[CH2:35][CH2:34][O:22][C:17]1[CH:18]=[CH:19][CH:20]=[C:21]2[C:16]=1[CH2:15][CH2:14][CH2:13][CH:12]2[C:10]([N:9]([CH2:8][C:6]1[CH:5]=[N:4][N:3]([CH2:1][CH3:2])[CH:7]=1)[C:23]1[CH:24]=[CH:25][C:26]([CH:29]([CH3:30])[CH3:31])=[CH:27][CH:28]=1)=[O:11], predict the reactants needed to synthesize it. The reactants are: [CH2:1]([N:3]1[CH:7]=[C:6]([CH2:8][N:9]([C:23]2[CH:28]=[CH:27][C:26]([CH:29]([CH3:31])[CH3:30])=[CH:25][CH:24]=2)[C:10]([CH:12]2[C:21]3[C:16](=[C:17]([OH:22])[CH:18]=[CH:19][CH:20]=3)[CH2:15][CH2:14][CH2:13]2)=[O:11])[CH:5]=[N:4]1)[CH3:2].Cl.Cl[CH2:34][CH2:35][N:36]([CH3:38])[CH3:37]. (3) Given the product [Cl:1][C:2]1[CH:7]=[CH:6][C:5]([C:8]2[N:12]([CH2:13][C@H:14]([OH:19])[C:15]([F:16])([F:17])[F:18])[C:11](=[O:20])[N:10]([CH2:21][C:22]3[CH:27]=[C:26]([C:28]4[CH:33]=[CH:32][CH:31]=[CH:30][C:29]=4[C:34]([F:36])([F:37])[F:35])[C:25]([C:38]([OH:40])=[O:39])=[CH:24][CH:23]=3)[N:9]=2)=[CH:4][CH:3]=1, predict the reactants needed to synthesize it. The reactants are: [Cl:1][C:2]1[CH:7]=[CH:6][C:5]([C:8]2[N:12]([CH2:13][C@H:14]([OH:19])[C:15]([F:18])([F:17])[F:16])[C:11](=[O:20])[N:10]([CH2:21][C:22]3[CH:27]=[C:26]([C:28]4[CH:33]=[CH:32][CH:31]=[CH:30][C:29]=4[C:34]([F:37])([F:36])[F:35])[C:25]([C:38]([O:40]C)=[O:39])=[CH:24][CH:23]=3)[N:9]=2)=[CH:4][CH:3]=1.[OH-].[Na+]. (4) Given the product [C:26]([C:28]1[CH:33]=[CH:32][C:31]([C:2]2[C:11]3[C:6](=[CH:7][CH:8]=[CH:9][CH:10]=3)[C:5]([N:12]3[CH2:17][CH2:16][N:15]([C:18]([O:20][C:21]([CH3:24])([CH3:23])[CH3:22])=[O:19])[CH2:14][C@@H:13]3[CH3:25])=[N:4][N:3]=2)=[CH:30][CH:29]=1)#[N:27], predict the reactants needed to synthesize it. The reactants are: Cl[C:2]1[C:11]2[C:6](=[CH:7][CH:8]=[CH:9][CH:10]=2)[C:5]([N:12]2[CH2:17][CH2:16][N:15]([C:18]([O:20][C:21]([CH3:24])([CH3:23])[CH3:22])=[O:19])[CH2:14][C@@H:13]2[CH3:25])=[N:4][N:3]=1.[C:26]([C:28]1[CH:33]=[CH:32][C:31](B(O)O)=[CH:30][CH:29]=1)#[N:27].C(=O)([O-])[O-].[Cs+].[Cs+].